Task: Predict which catalyst facilitates the given reaction.. Dataset: Catalyst prediction with 721,799 reactions and 888 catalyst types from USPTO (1) Reactant: [CH3:1][C:2]1[CH:7]=[CH:6][N:5]=[C:4]([NH:8][CH:9]2[CH2:12][N:11](C(OC(C)(C)C)=O)[CH2:10]2)[CH:3]=1.FC(F)(F)C(O)=O. The catalyst class is: 2. Product: [NH:11]1[CH2:10][CH:9]([NH:8][C:4]2[CH:3]=[C:2]([CH3:1])[CH:7]=[CH:6][N:5]=2)[CH2:12]1. (2) Reactant: Cl.[CH3:2][C:3]([NH2:14])([C:5]1[CH:10]=[CH:9][CH:8]=[C:7]([N+:11]([O-:13])=[O:12])[CH:6]=1)[CH3:4].C(=O)([O-])[O-].[K+].[K+].Br[CH2:22][C:23](=[O:27])[CH:24]([CH3:26])[CH3:25]. Product: [CH3:25][CH:24]([CH3:26])[C:23](=[O:27])[CH2:22][NH:14][C:3]([CH3:2])([C:5]1[CH:10]=[CH:9][CH:8]=[C:7]([N+:11]([O-:13])=[O:12])[CH:6]=1)[CH3:4]. The catalyst class is: 18. (3) Reactant: [F:1][C:2]1([F:16])[CH2:5][N:4]([C:6]2[N:7]=[CH:8][C:9]([C:12]([O:14]C)=[O:13])=[N:10][CH:11]=2)[CH2:3]1.O.[OH-].[Li+].Cl. Product: [F:16][C:2]1([F:1])[CH2:5][N:4]([C:6]2[N:7]=[CH:8][C:9]([C:12]([OH:14])=[O:13])=[N:10][CH:11]=2)[CH2:3]1. The catalyst class is: 30.